This data is from Tox21: 12 toxicity assays (nuclear receptors and stress response pathways). The task is: Binary classification across 12 toxicity assays. (1) The drug is O1[As]2O[As]3O[As]1O[As](O2)O3. It tested positive (active) for: NR-AR (Androgen Receptor agonist activity), NR-AR-LBD (Androgen Receptor Ligand Binding Domain agonist), and NR-ER (Estrogen Receptor agonist activity). (2) The drug is CCOc1cc([N+](=O)[O-])c(OCC)cc1N1CCOCC1. It tested positive (active) for: NR-Aromatase (Aromatase enzyme inhibition). (3) The compound is Nc1c(Cl)cc(Cl)cc1[N+](=O)[O-]. It tested positive (active) for: NR-Aromatase (Aromatase enzyme inhibition), and SR-ARE (Antioxidant Response Element (oxidative stress)).